Dataset: Cav3 T-type calcium channel HTS with 100,875 compounds. Task: Binary Classification. Given a drug SMILES string, predict its activity (active/inactive) in a high-throughput screening assay against a specified biological target. (1) The drug is s1c2ncn(C(C(OC3CCCCC3)=O)C)c(=O)c2cc1CC. The result is 0 (inactive). (2) The compound is Oc1c(CNn2cnnc2)cccc1. The result is 0 (inactive). (3) The drug is o\1c2c(cc(c1=N/Cc1ccccc1)C(=O)N)cccc2OCC. The result is 0 (inactive). (4) The drug is s1c(NC(=O)CSc2nc(cc(n2)C)C(F)(F)F)c(c(c1C(OCC)=O)C)C#N. The result is 0 (inactive). (5) The compound is Brc1cc(C(=O)NC(=S)Nc2ncc(Br)cc2)cnc1. The result is 0 (inactive).